This data is from Catalyst prediction with 721,799 reactions and 888 catalyst types from USPTO. The task is: Predict which catalyst facilitates the given reaction. (1) Reactant: [CH3:1][O:2][C:3]1[CH:8]=[CH:7][C:6]([C:9]2[S:13][C:12]([C:14]([NH:16][C@H:17]([C:22]([O:24]C)=[O:23])[C@H:18]([CH2:20][CH3:21])[CH3:19])=[O:15])=[C:11]([NH:26][C:27]([NH:29][C:30]3[C:35]([CH3:36])=[CH:34][C:33]([CH3:37])=[CH:32][C:31]=3[CH3:38])=[O:28])[CH:10]=2)=[CH:5][CH:4]=1.[OH-].[Li+]. Product: [CH3:1][O:2][C:3]1[CH:8]=[CH:7][C:6]([C:9]2[S:13][C:12]([C:14]([NH:16][C@H:17]([C:22]([OH:24])=[O:23])[C@H:18]([CH2:20][CH3:21])[CH3:19])=[O:15])=[C:11]([NH:26][C:27]([NH:29][C:30]3[C:31]([CH3:38])=[CH:32][C:33]([CH3:37])=[CH:34][C:35]=3[CH3:36])=[O:28])[CH:10]=2)=[CH:5][CH:4]=1. The catalyst class is: 1. (2) Reactant: [CH2:1]1[C:7]2=[C:8]3[C:12](=[CH:13][CH:14]=[C:6]2[O:5][CH2:4][CH2:3][N:2]1C(OC(C)(C)C)=O)[NH:11][CH:10]=[CH:9]3.[H-].[Na+].CN(C=O)C.[CH3:29][C:30]1[O:31][C:32]([CH3:39])=[CH:33][C:34]=1[S:35](Cl)(=[O:37])=[O:36]. Product: [CH3:29][C:30]1[O:31][C:32]([CH3:39])=[CH:33][C:34]=1[S:35]([N:11]1[C:12]2[C:8](=[C:7]3[CH2:1][NH:2][CH2:3][CH2:4][O:5][C:6]3=[CH:14][CH:13]=2)[CH:9]=[CH:10]1)(=[O:37])=[O:36]. The catalyst class is: 547. (3) Reactant: [F:1][C:2]1[CH:7]=[CH:6][CH:5]=[C:4]([F:8])[C:3]=1[C:9](=[O:11])[CH3:10].[Cl-].[Al+3].[Cl-].[Cl-].[Br:16]Br.O. The catalyst class is: 27. Product: [Br:16][CH2:10][C:9]([C:3]1[C:2]([F:1])=[CH:7][CH:6]=[CH:5][C:4]=1[F:8])=[O:11].